Dataset: Full USPTO retrosynthesis dataset with 1.9M reactions from patents (1976-2016). Task: Predict the reactants needed to synthesize the given product. Given the product [Cl:1][C:2]1[CH:3]=[CH:4][CH:5]=[C:6]2[C:11]=1[N:10]=[CH:9][N:8]=[C:7]2[C:12]1[CH:13]=[C:14]([CH:15]=[CH:16][C:17]=1[F:18])[O:19][C:21]1[CH:22]=[C:23]([S:27]([N:30]([CH2:40][C:41]2[CH:46]=[CH:45][C:44]([O:47][CH3:48])=[CH:43][CH:42]=2)[CH2:31][C:32]2[CH:37]=[CH:36][C:35]([O:38][CH3:39])=[CH:34][CH:33]=2)(=[O:29])=[O:28])[CH:24]=[CH:25][CH:26]=1, predict the reactants needed to synthesize it. The reactants are: [Cl:1][C:2]1[CH:3]=[CH:4][CH:5]=[C:6]2[C:11]=1[N:10]=[CH:9][N:8]=[C:7]2[C:12]1[CH:13]=[C:14]([OH:19])[CH:15]=[CH:16][C:17]=1[F:18].Br[C:21]1[CH:22]=[C:23]([S:27]([N:30]([CH2:40][C:41]2[CH:46]=[CH:45][C:44]([O:47][CH3:48])=[CH:43][CH:42]=2)[CH2:31][C:32]2[CH:37]=[CH:36][C:35]([O:38][CH3:39])=[CH:34][CH:33]=2)(=[O:29])=[O:28])[CH:24]=[CH:25][CH:26]=1.